Dataset: Catalyst prediction with 721,799 reactions and 888 catalyst types from USPTO. Task: Predict which catalyst facilitates the given reaction. (1) Reactant: [Si:1]([O:18][C@H:19]([CH2:32][CH2:33][CH2:34][CH2:35][CH2:36][CH3:37])[CH2:20]/[CH:21]=[CH:22]\[CH2:23][CH2:24][CH2:25][CH2:26][CH2:27][CH2:28][CH2:29][CH2:30][OH:31])([C:14]([CH3:17])([CH3:16])[CH3:15])([C:8]1[CH:13]=[CH:12][CH:11]=[CH:10][CH:9]=1)[C:2]1[CH:7]=[CH:6][CH:5]=[CH:4][CH:3]=1.[Cr](Cl)([O-])(=O)=O.[NH+]1C=CC=CC=1.C(=O)([O-])[O-].[Na+].[Na+]. Product: [Si:1]([O:18][C@H:19]([CH2:32][CH2:33][CH2:34][CH2:35][CH2:36][CH3:37])[CH2:20]/[CH:21]=[CH:22]\[CH2:23][CH2:24][CH2:25][CH2:26][CH2:27][CH2:28][CH2:29][CH:30]=[O:31])([C:14]([CH3:16])([CH3:17])[CH3:15])([C:8]1[CH:9]=[CH:10][CH:11]=[CH:12][CH:13]=1)[C:2]1[CH:3]=[CH:4][CH:5]=[CH:6][CH:7]=1. The catalyst class is: 4. (2) Reactant: [OH:1][C:2]1[C:7]([O:8][CH3:9])=[CH:6][C:5]([C:10]2([C:14]#[N:15])[CH2:13][CH2:12][CH2:11]2)=[C:4]([N+:16]([O-:18])=[O:17])[CH:3]=1.C(=O)([O-])[O-].[K+].[K+].Cl.Br[CH2:27][CH2:28][CH2:29][N:30]1[CH2:34][CH2:33][CH2:32][CH2:31]1. Product: [CH3:9][O:8][C:7]1[C:2]([O:1][CH2:27][CH2:28][CH2:29][N:30]2[CH2:34][CH2:33][CH2:32][CH2:31]2)=[CH:3][C:4]([N+:16]([O-:18])=[O:17])=[C:5]([C:10]2([C:14]#[N:15])[CH2:11][CH2:12][CH2:13]2)[CH:6]=1. The catalyst class is: 23.